This data is from Catalyst prediction with 721,799 reactions and 888 catalyst types from USPTO. The task is: Predict which catalyst facilitates the given reaction. (1) Reactant: [Cl:1][C:2]1[CH:7]=[CH:6][C:5]([C@:8]2([CH3:21])[CH2:12][O:11]C(=O)[N:9]2[C:14]([O:16][C:17]([CH3:20])([CH3:19])[CH3:18])=[O:15])=[CH:4][CH:3]=1.C(=O)([O-])[O-].[K+].[K+]. Product: [Cl:1][C:2]1[CH:7]=[CH:6][C:5]([C@:8]([NH:9][C:14](=[O:15])[O:16][C:17]([CH3:20])([CH3:19])[CH3:18])([CH3:21])[CH2:12][OH:11])=[CH:4][CH:3]=1. The catalyst class is: 138. (2) Reactant: [Cl:1][C:2]1[CH:7]=[CH:6][C:5]([C:8]2[N:13]=[N:12][C:11]([N:14]3[CH2:19][CH2:18][NH:17][CH2:16][C@H:15]3[CH3:20])=[C:10]3[CH:21]=[N:22][CH:23]=[CH:24][C:9]=23)=[C:4]([F:25])[CH:3]=1.CCN(C(C)C)C(C)C.[C:35](Cl)(=[O:42])[C:36]1[CH:41]=[CH:40][CH:39]=[CH:38][CH:37]=1.CCCCCC. Product: [Cl:1][C:2]1[CH:7]=[CH:6][C:5]([C:8]2[N:13]=[N:12][C:11]([N:14]3[CH2:19][CH2:18][N:17]([C:35]([C:36]4[CH:41]=[CH:40][CH:39]=[CH:38][CH:37]=4)=[O:42])[CH2:16][C@H:15]3[CH3:20])=[C:10]3[CH:21]=[N:22][CH:23]=[CH:24][C:9]=23)=[C:4]([F:25])[CH:3]=1. The catalyst class is: 39.